This data is from Peptide-MHC class II binding affinity with 134,281 pairs from IEDB. The task is: Regression. Given a peptide amino acid sequence and an MHC pseudo amino acid sequence, predict their binding affinity value. This is MHC class II binding data. (1) The peptide sequence is GIKVGYTAHIRKATE. The MHC is DRB1_0301 with pseudo-sequence DRB1_0301. The binding affinity (normalized) is 0.256. (2) The peptide sequence is GELQIVDKILAAFKI. The MHC is DRB1_1302 with pseudo-sequence DRB1_1302. The binding affinity (normalized) is 0.656. (3) The peptide sequence is SYVHVNGAKFIDTQN. The MHC is DRB1_1501 with pseudo-sequence DRB1_1501. The binding affinity (normalized) is 0.403. (4) The peptide sequence is GRSYAADAGYAPATP. The MHC is HLA-DPA10201-DPB10101 with pseudo-sequence HLA-DPA10201-DPB10101. The binding affinity (normalized) is 0. (5) The peptide sequence is SLLWNGPMAVSMTGVK. The MHC is HLA-DQA10501-DQB10302 with pseudo-sequence HLA-DQA10501-DQB10302. The binding affinity (normalized) is 0.523. (6) The MHC is HLA-DQA10501-DQB10301 with pseudo-sequence HLA-DQA10501-DQB10301. The peptide sequence is AAATAGTTVYHAFAA. The binding affinity (normalized) is 0.581. (7) The peptide sequence is WLGARYLEFEALGFLNE. The binding affinity (normalized) is 0.597. The MHC is DRB1_0901 with pseudo-sequence DRB1_0901.